This data is from M1 muscarinic receptor agonist screen with 61,833 compounds. The task is: Binary Classification. Given a drug SMILES string, predict its activity (active/inactive) in a high-throughput screening assay against a specified biological target. (1) The compound is O=c1n(c(=O)n(c2nc(n(c12)Cc1ccccc1)NCc1cc2OCOc2cc1)C)C. The result is 0 (inactive). (2) The molecule is ClC1=C/C(=C/Nc2[nH]c3c(n2)cccc3)C(=O)C=C1. The result is 0 (inactive). (3) The drug is O=C(NCc1cc2OCOc2cc1)C1CN(CCC1)c1n2ncnc2nc(c1CC)C. The result is 0 (inactive). (4) The molecule is S(c1n(\c([nH]n1)=C1\c2c(N=C1)cccc2)C)C(C)C. The result is 0 (inactive).